This data is from Full USPTO retrosynthesis dataset with 1.9M reactions from patents (1976-2016). The task is: Predict the reactants needed to synthesize the given product. (1) Given the product [CH:7]1([NH:10][C:11]([C@@H:13]2[CH2:17][CH2:16][CH2:15][N:14]2[C:3](=[O:4])[CH2:2][Br:1])=[O:12])[CH2:9][CH2:8]1, predict the reactants needed to synthesize it. The reactants are: [Br:1][CH2:2][C:3](Br)=[O:4].Cl.[CH:7]1([NH:10][C:11]([C@@H:13]2[CH2:17][CH2:16][CH2:15][NH:14]2)=[O:12])[CH2:9][CH2:8]1.C(N(CC)CC)C. (2) Given the product [CH3:11][Si:10]([C:9]#[C:8][C:7]1[C:2]([CH:22]=[O:23])=[N:3][CH:4]=[CH:5][CH:6]=1)([CH3:13])[CH3:12], predict the reactants needed to synthesize it. The reactants are: Br[C:2]1[C:7]([C:8]#[C:9][Si:10]([CH3:13])([CH3:12])[CH3:11])=[CH:6][CH:5]=[CH:4][N:3]=1.[Li]CCCC.CN([CH:22]=[O:23])C. (3) Given the product [CH:30]([NH:29][C:28]([N:27]=[S:25]([C:22]1[CH:21]=[CH:20][C:19]([NH:18][C:2]2[N:7]=[C:6]([NH:8][C@H:9]([CH3:12])[CH2:10][OH:11])[C:5]([C:13]3[S:14][CH:15]=[CH:16][CH:17]=3)=[CH:4][N:3]=2)=[CH:24][CH:23]=1)([CH3:34])=[O:26])=[O:33])([CH3:32])[CH3:31], predict the reactants needed to synthesize it. The reactants are: Cl[C:2]1[N:7]=[C:6]([NH:8][C@H:9]([CH3:12])[CH2:10][OH:11])[C:5]([C:13]2[S:14][CH:15]=[CH:16][CH:17]=2)=[CH:4][N:3]=1.[NH2:18][C:19]1[CH:24]=[CH:23][C:22]([S:25]([CH3:34])(=[N:27][C:28](=[O:33])[NH:29][CH:30]([CH3:32])[CH3:31])=[O:26])=[CH:21][CH:20]=1. (4) Given the product [CH3:18][S:19]([O:1][CH2:2][CH2:3][CH2:4][CH2:5][N:6]1[CH:10]=[C:9]([C:11]([O:13][C:14]([CH3:17])([CH3:16])[CH3:15])=[O:12])[N:8]=[N:7]1)(=[O:21])=[O:20], predict the reactants needed to synthesize it. The reactants are: [OH:1][CH2:2][CH2:3][CH2:4][CH2:5][N:6]1[CH:10]=[C:9]([C:11]([O:13][C:14]([CH3:17])([CH3:16])[CH3:15])=[O:12])[N:8]=[N:7]1.[CH3:18][S:19](Cl)(=[O:21])=[O:20]. (5) Given the product [NH2:20][C:19]1[CH:18]=[CH:17][C:16]([C:28]2[CH:29]=[CH:30][CH:31]=[CH:32][CH:33]=2)=[CH:15][C:14]=1[NH:13][C:1](=[O:11])[C:2]1[CH:10]=[CH:9][C:5]([C:6]([N:43]2[CH2:47][CH2:46][C:45]3([CH2:39][CH2:38][NH:37][CH2:40][CH2:42]3)[CH2:44]2)=[O:7])=[CH:4][CH:3]=1, predict the reactants needed to synthesize it. The reactants are: [C:1](Cl)(=[O:11])[C:2]1[CH:10]=[CH:9][C:5]([C:6](Cl)=[O:7])=[CH:4][CH:3]=1.[NH2:13][C:14]1[CH:15]=[C:16]([C:28]2[CH:33]=[CH:32][CH:31]=[CH:30][CH:29]=2)[CH:17]=[CH:18][C:19]=1[NH:20]C(=O)OC(C)(C)C.C([N:37]([CH:40]([CH3:42])C)[CH2:38][CH3:39])(C)C.[N:43]1(C(OC(C)(C)C)=O)[C:47]2(CCNCC2)[CH2:46][CH2:45][CH2:44]1.C(=O)([O-])[O-].FC(F)(F)C(O)=O.